Dataset: Peptide-MHC class I binding affinity with 185,985 pairs from IEDB/IMGT. Task: Regression. Given a peptide amino acid sequence and an MHC pseudo amino acid sequence, predict their binding affinity value. This is MHC class I binding data. (1) The binding affinity (normalized) is 0.149. The MHC is HLA-A68:01 with pseudo-sequence HLA-A68:01. The peptide sequence is NLKQLPFFYY. (2) The peptide sequence is LMDENTYAM. The MHC is HLA-A69:01 with pseudo-sequence HLA-A69:01. The binding affinity (normalized) is 0.625. (3) The peptide sequence is TINYTIFKVR. The MHC is Patr-A0101 with pseudo-sequence Patr-A0101. The binding affinity (normalized) is 0.290. (4) The peptide sequence is MSKIKHKIF. The MHC is HLA-B08:01 with pseudo-sequence HLA-B08:01. The binding affinity (normalized) is 1.00. (5) The peptide sequence is YLGPTIRVW. The MHC is HLA-A02:03 with pseudo-sequence HLA-A02:03. The binding affinity (normalized) is 0.338. (6) The peptide sequence is SLFKNVRLL. The binding affinity (normalized) is 0.110. The MHC is HLA-A02:06 with pseudo-sequence HLA-A02:06. (7) The peptide sequence is TRRLAGTFTW. The MHC is H-2-Kb with pseudo-sequence H-2-Kb. The binding affinity (normalized) is 0. (8) The peptide sequence is KTNRTGLLM. The binding affinity (normalized) is 0.582. The MHC is HLA-B58:01 with pseudo-sequence HLA-B58:01. (9) The peptide sequence is IEDPPFNSL. The MHC is HLA-A02:06 with pseudo-sequence HLA-A02:06. The binding affinity (normalized) is 0. (10) The peptide sequence is GDHQAAMQI. The MHC is Mamu-A11 with pseudo-sequence Mamu-A11. The binding affinity (normalized) is 0.520.